The task is: Predict the reactants needed to synthesize the given product.. This data is from Full USPTO retrosynthesis dataset with 1.9M reactions from patents (1976-2016). (1) The reactants are: [OH:1][CH2:2][CH:3]1[CH2:8][CH2:7][N:6]([C:9]([O:11][CH3:12])=[O:10])[CH:5]([CH3:13])[CH2:4]1.I([O-])(=O)(=O)=[O:15].[Na+]. Given the product [CH3:12][O:11][C:9]([N:6]1[CH2:7][CH2:8][CH:3]([C:2]([OH:15])=[O:1])[CH2:4][CH:5]1[CH3:13])=[O:10], predict the reactants needed to synthesize it. (2) Given the product [OH:1][C@@:2]1([C:9]#[C:10][C:11]2[CH:12]=[C:13]([C:17]3[N:22]4[CH:23]=[CH:24][N:25]=[C:21]4[CH:20]=[C:19]([C:26]([NH2:31])=[O:28])[N:18]=3)[CH:14]=[CH:15][CH:16]=2)[CH2:6][CH2:5][N:4]([CH3:7])[C:3]1=[O:8], predict the reactants needed to synthesize it. The reactants are: [OH:1][C@@:2]1([C:9]#[C:10][C:11]2[CH:12]=[C:13]([C:17]3[N:22]4[CH:23]=[CH:24][N:25]=[C:21]4[CH:20]=[C:19]([C:26]([O:28]CC)=O)[N:18]=3)[CH:14]=[CH:15][CH:16]=2)[CH2:6][CH2:5][N:4]([CH3:7])[C:3]1=[O:8].[NH3:31]. (3) Given the product [OH:9][C:7]1[CH:6]=[C:5]([C:11]([C@@H:13]2[C@:22]3([CH3:23])[C@H:17]([C:18]([CH3:25])([CH3:24])[CH2:19][CH2:20][CH2:21]3)[CH2:16][C@@H:15]([NH:26][C:27]([N:29]3[CH2:34][CH2:33][N:32]([CH3:35])[CH2:31][CH2:30]3)=[O:28])[C@H:14]2[CH3:36])=[O:12])[CH:4]=[C:3]([OH:2])[CH:8]=1, predict the reactants needed to synthesize it. The reactants are: C[O:2][C:3]1[CH:4]=[C:5]([C:11]([C@@H:13]2[C@:22]3([CH3:23])[C@H:17]([C:18]([CH3:25])([CH3:24])[CH2:19][CH2:20][CH2:21]3)[CH2:16][C@@H:15]([NH:26][C:27]([N:29]3[CH2:34][CH2:33][N:32]([CH3:35])[CH2:31][CH2:30]3)=[O:28])[C@H:14]2[CH3:36])=[O:12])[CH:6]=[C:7]([O:9]C)[CH:8]=1.B(Br)(Br)Br.CO. (4) The reactants are: [Cl:1][C:2]1[CH:7]=[CH:6][N:5]=[C:4]2[NH:8][CH:9]=[CH:10][C:3]=12.[F:11][C:12]1[CH:19]=[CH:18][C:15]([CH2:16]Br)=[CH:14][CH:13]=1.[H-].[Na+].O. Given the product [Cl:1][C:2]1[CH:7]=[CH:6][N:5]=[C:4]2[N:8]([CH2:16][C:15]3[CH:18]=[CH:19][C:12]([F:11])=[CH:13][CH:14]=3)[CH:9]=[CH:10][C:3]=12, predict the reactants needed to synthesize it. (5) Given the product [C:7]1(=[O:11])[C:8]2[C:4](=[CH:3][C:2]([C:20]#[C:19][CH2:18][O:21][CH:22]3[CH2:27][CH2:26][CH2:25][CH2:24][O:23]3)=[CH:10][CH:9]=2)[CH2:5][CH2:6]1, predict the reactants needed to synthesize it. The reactants are: Br[C:2]1[CH:3]=[C:4]2[C:8](=[CH:9][CH:10]=1)[C:7](=[O:11])[CH2:6][CH2:5]2.C(=O)([O-])[O-].[Cs+].[Cs+].[CH2:18]([O:21][CH:22]1[CH2:27][CH2:26][CH2:25][CH2:24][O:23]1)[C:19]#[CH:20].C1(P(C2CCCCC2)C2C=CC=CC=2C2C(C(C)C)=CC(C(C)C)=CC=2C(C)C)CCCCC1. (6) Given the product [F:1][C:2]1[CH:23]=[CH:22][C:5]([CH2:6][C:7]2[CH:8]=[N:9][C:10]3[N:11]([N:14]=[CH:15][C:16]=3[C:17]([OH:19])=[O:18])[C:12]=2[CH3:13])=[CH:4][C:3]=1[O:24][C:25]([F:28])([F:27])[F:26], predict the reactants needed to synthesize it. The reactants are: [F:1][C:2]1[CH:23]=[CH:22][C:5]([CH2:6][C:7]2[CH:8]=[N:9][C:10]3[N:11]([N:14]=[CH:15][C:16]=3[C:17]([O:19]CC)=[O:18])[C:12]=2[CH3:13])=[CH:4][C:3]=1[O:24][C:25]([F:28])([F:27])[F:26].[OH-].[K+].Cl. (7) Given the product [Br:1][C:2]1[CH:7]=[CH:6][C:5]([N:8]2[CH:12]([C:13]3[CH:18]=[CH:17][CH:16]=[CH:15][C:14]=3[Cl:19])[CH2:11][C:10]([C:20]([Cl:25])=[O:22])=[N:9]2)=[CH:4][CH:3]=1, predict the reactants needed to synthesize it. The reactants are: [Br:1][C:2]1[CH:7]=[CH:6][C:5]([N:8]2[CH:12]([C:13]3[CH:18]=[CH:17][CH:16]=[CH:15][C:14]=3[Cl:19])[CH2:11][C:10]([C:20]([OH:22])=O)=[N:9]2)=[CH:4][CH:3]=1.S(Cl)([Cl:25])=O. (8) Given the product [CH3:1][O:2][C:3]1[CH:4]=[C:5]([CH:13]2[NH:14][CH2:15][CH2:16][N:17]([C:20]3[C:29]4[C:24](=[CH:25][C:26]([O:32][CH3:33])=[C:27]([O:30][CH3:31])[CH:28]=4)[N:23]=[CH:22][N:21]=3)[CH2:18]2)[CH:6]=[C:7]([O:11][CH3:12])[C:8]=1[O:9][CH3:10], predict the reactants needed to synthesize it. The reactants are: [CH3:1][O:2][C:3]1[CH:4]=[C:5]([CH:13]2[CH2:18][NH:17][CH2:16][CH2:15][NH:14]2)[CH:6]=[C:7]([O:11][CH3:12])[C:8]=1[O:9][CH3:10].Cl[C:20]1[C:29]2[C:24](=[CH:25][C:26]([O:32][CH3:33])=[C:27]([O:30][CH3:31])[CH:28]=2)[N:23]=[CH:22][N:21]=1. (9) Given the product [I:8][C:9]1[CH:15]=[CH:14][C:12]([NH:13][C:17](=[O:18])[O:19][C:20]([CH3:23])([CH3:22])[CH3:21])=[C:11]([CH3:16])[CH:10]=1, predict the reactants needed to synthesize it. The reactants are: C1(C)C=CC=CC=1.[I:8][C:9]1[CH:15]=[CH:14][C:12]([NH2:13])=[C:11]([CH3:16])[CH:10]=1.[C:17](O[C:17]([O:19][C:20]([CH3:23])([CH3:22])[CH3:21])=[O:18])([O:19][C:20]([CH3:23])([CH3:22])[CH3:21])=[O:18]. (10) Given the product [NH2:25][C:23]1[N:24]=[C:20]([C:19]2[N:11]([CH2:10][C:3]3[C:4]4[CH:9]=[CH:8][CH:7]=[CH:6][C:5]=4[S:1][CH:2]=3)[N:12]=[C:13]3[C:18]=2[C:17](=[O:34])[N:16]([CH3:35])[C:15](=[O:36])[N:14]3[CH2:37][CH:38]([CH3:40])[CH3:39])[N:21]([CH3:33])[CH:22]=1, predict the reactants needed to synthesize it. The reactants are: [S:1]1[C:5]2[CH:6]=[CH:7][CH:8]=[CH:9][C:4]=2[C:3]([CH2:10][N:11]2[C:19]([C:20]3[N:21]([CH3:33])[CH:22]=[C:23]([NH:25]C(=O)OC(C)(C)C)[N:24]=3)=[C:18]3[C:13]([N:14]([CH2:37][CH:38]([CH3:40])[CH3:39])[C:15](=[O:36])[N:16]([CH3:35])[C:17]3=[O:34])=[N:12]2)=[CH:2]1.Cl.